Predict the product of the given reaction. From a dataset of Forward reaction prediction with 1.9M reactions from USPTO patents (1976-2016). Given the reactants [CH3:1][O:2][C:3](=[O:21])[CH2:4][C:5]1[CH:10]=[CH:9][CH:8]=[C:7]([O:11][C:12]2[CH:17]=[CH:16][C:15]([Br:18])=[CH:14][C:13]=2[CH:19]=O)[CH:6]=1.[NH2:22][C@@H:23]1[C:31]2[C:26](=[CH:27][CH:28]=[CH:29][CH:30]=2)[CH2:25][CH2:24]1, predict the reaction product. The product is: [CH3:1][O:2][C:3](=[O:21])[CH2:4][C:5]1[CH:10]=[CH:9][CH:8]=[C:7]([O:11][C:12]2[CH:17]=[CH:16][C:15]([Br:18])=[CH:14][C:13]=2[CH2:19][NH:22][C@@H:23]2[C:31]3[C:26](=[CH:27][CH:28]=[CH:29][CH:30]=3)[CH2:25][CH2:24]2)[CH:6]=1.